Task: Predict the reaction yield, written as a fraction of the theoretical maximum amount of product (1.0 means a 100% yield; for example, 0.34 means a 34% yield).. Dataset: Reaction yield outcomes from USPTO patents with 853,638 reactions The reactants are [N:1]1[CH:6]=[CH:5][CH:4]=[C:3]([CH2:7][NH:8][C:9]([C:11]2[N:20]3[C:14]([CH2:15][NH:16][C:17]4[CH:24]=[CH:23][CH:22]=[CH:21][C:18]=4[CH2:19]3)=[CH:13][CH:12]=2)=[O:10])[CH:2]=1.C(N(CC)C(C)C)(C)C.[C:34](Cl)(=[O:41])[C:35]1[CH:40]=[CH:39][CH:38]=[CH:37][CH:36]=1. The catalyst is O1CCCC1. The product is [C:34]([N:16]1[C:17]2[CH:24]=[CH:23][CH:22]=[CH:21][C:18]=2[CH2:19][N:20]2[C:11]([C:9]([NH:8][CH2:7][C:3]3[CH:2]=[N:1][CH:6]=[CH:5][CH:4]=3)=[O:10])=[CH:12][CH:13]=[C:14]2[CH2:15]1)(=[O:41])[C:35]1[CH:40]=[CH:39][CH:38]=[CH:37][CH:36]=1. The yield is 0.800.